This data is from Forward reaction prediction with 1.9M reactions from USPTO patents (1976-2016). The task is: Predict the product of the given reaction. (1) Given the reactants Br[CH2:2][C:3]([C:5]1[CH:10]=[CH:9][C:8]([OH:11])=[CH:7][CH:6]=1)=O.[NH2:12][C:13]1[CH:18]=[C:17]([CH3:19])[C:16]([Br:20])=[CH:15][N:14]=1, predict the reaction product. The product is: [Br:20][C:16]1[C:17]([CH3:19])=[CH:18][C:13]2[N:14]([CH:2]=[C:3]([C:5]3[CH:10]=[CH:9][C:8]([OH:11])=[CH:7][CH:6]=3)[N:12]=2)[CH:15]=1. (2) Given the reactants [NH2:1][C:2]1[CH:3]=[C:4]([CH:7]=[CH:8][C:9]=1[Br:10])[C:5]#[N:6].[S:11](Cl)([CH3:14])(=[O:13])=[O:12].[H-].[Na+].[Cl-].[NH4+], predict the reaction product. The product is: [Br:10][C:9]1[CH:8]=[CH:7][C:4]([C:5]#[N:6])=[CH:3][C:2]=1[NH:1][S:11]([CH3:14])(=[O:13])=[O:12]. (3) Given the reactants [Br:1][C:2]1[CH:3]=[C:4]2[C:9](=[CH:10][CH:11]=1)[N:8]=[C:7](CC)[C:6]([CH2:14][C:15]1[CH:20]=[CH:19][C:18]([C:21]([F:24])([F:23])[F:22])=[CH:17][CH:16]=1)=C2O.C1(C)C=CC=CC=1.[CH3:33][O-:34].[Na+].[Al].CCCCCC.[CH2:43]([Cl:45])Cl, predict the reaction product. The product is: [Br:1][C:2]1[CH:11]=[C:10]2[C:9](=[CH:4][CH:3]=1)[N:8]=[C:7]([O:34][CH3:33])[C:6]([CH2:14][C:15]1[CH:16]=[CH:17][C:18]([C:21]([F:22])([F:23])[F:24])=[CH:19][CH:20]=1)=[C:43]2[Cl:45]. (4) Given the reactants [Br:1][C:2]1[CH:10]=[CH:9][C:5]([C:6]([OH:8])=O)=[CH:4][C:3]=1[O:11][CH3:12].[F:13][C:14]([F:18])([F:17])[CH2:15][NH2:16].CN(C(ON1N=NC2C=CC=NC1=2)=[N+](C)C)C.F[P-](F)(F)(F)(F)F.CCN(C(C)C)C(C)C.C(=O)(O)[O-].[Na+], predict the reaction product. The product is: [Br:1][C:2]1[CH:10]=[CH:9][C:5]([C:6]([NH:16][CH2:15][C:14]([F:18])([F:17])[F:13])=[O:8])=[CH:4][C:3]=1[O:11][CH3:12]. (5) Given the reactants [CH3:1][C:2]1[CH:3]=[C:4]([OH:21])[CH:5]=[CH:6][C:7]=1[N:8]1[C:12]2[CH:13]=[CH:14][CH:15]=[C:16]([C:17]([F:20])([F:19])[F:18])[C:11]=2[N:10]=[CH:9]1.Br[C:23]1[CH:28]=[CH:27][CH:26]=[C:25]([S:29]([CH3:32])(=[O:31])=[O:30])[CH:24]=1.Cl.CN(C)CC(O)=O.C([O-])([O-])=O.[Cs+].[Cs+], predict the reaction product. The product is: [CH3:1][C:2]1[CH:3]=[C:4]([O:21][C:23]2[CH:28]=[CH:27][CH:26]=[C:25]([S:29]([CH3:32])(=[O:31])=[O:30])[CH:24]=2)[CH:5]=[CH:6][C:7]=1[N:8]1[C:12]2[CH:13]=[CH:14][CH:15]=[C:16]([C:17]([F:20])([F:19])[F:18])[C:11]=2[N:10]=[CH:9]1. (6) Given the reactants Cl[C:2]1[N:7]=[C:6]([N:8]([CH2:15][C:16](=[O:18])[NH2:17])[C:9]2[CH:14]=[CH:13][CH:12]=[CH:11][CH:10]=2)[CH:5]=[CH:4][N:3]=1.Cl.Cl.[CH3:21][N:22]([CH2:24][CH:25]([OH:35])[CH2:26][O:27][C:28]1[CH:34]=[CH:33][C:31]([NH2:32])=[CH:30][CH:29]=1)[CH3:23].N, predict the reaction product. The product is: [CH3:23][N:22]([CH2:24][CH:25]([OH:35])[CH2:26][O:27][C:28]1[CH:29]=[CH:30][C:31]([NH:32][C:2]2[N:7]=[C:6]([N:8]([CH2:15][C:16](=[O:18])[NH2:17])[C:9]3[CH:14]=[CH:13][CH:12]=[CH:11][CH:10]=3)[CH:5]=[CH:4][N:3]=2)=[CH:33][CH:34]=1)[CH3:21]. (7) Given the reactants [CH3:1][C:2]1[CH:11]=[CH:10][C:5]([C:6]([O:8][CH3:9])=[O:7])=[CH:4][C:3]=1[C:12]1[CH:13]=[C:14]2[C:19](=[CH:20][CH:21]=1)[C:18]([C:22](=[CH2:27])[C:23]([F:26])([F:25])[F:24])=[N:17][N:16]=[CH:15]2, predict the reaction product. The product is: [CH3:1][C:2]1[CH:11]=[CH:10][C:5]([C:6]([O:8][CH3:9])=[O:7])=[CH:4][C:3]=1[C:12]1[CH:13]=[C:14]2[C:19](=[CH:20][CH:21]=1)[C:18]([CH:22]([CH3:27])[C:23]([F:26])([F:24])[F:25])=[N:17][N:16]=[CH:15]2.